From a dataset of Reaction yield outcomes from USPTO patents with 853,638 reactions. Predict the reaction yield, written as a fraction of the theoretical maximum amount of product (1.0 means a 100% yield; for example, 0.34 means a 34% yield). (1) The reactants are [Br:1][C:2]1[CH:3]=[N:4][N:5]([CH3:21])[C:6]=1[C:7]1[CH:12]=[C:11]([N:13]2[CH2:17][CH2:16][CH2:15][CH2:14]2)[CH:10]=[C:9]([N+:18]([O-])=O)[CH:8]=1.O.O.Cl[Sn]Cl.CCOC(C)=O.CCCCCC. The catalyst is CCO. The product is [Br:1][C:2]1[CH:3]=[N:4][N:5]([CH3:21])[C:6]=1[C:7]1[CH:8]=[C:9]([NH2:18])[CH:10]=[C:11]([N:13]2[CH2:14][CH2:15][CH2:16][CH2:17]2)[CH:12]=1. The yield is 0.910. (2) The reactants are [C:1]([C:5]1[CH:6]=[CH:7][C:8]2[CH2:9][C:10]3[C:15]([C:16]=2[CH:17]=1)=[CH:14][C:13]([C:18]([CH3:21])([CH3:20])[CH3:19])=[CH:12][CH:11]=3)([CH3:4])([CH3:3])[CH3:2].[CH3:22][CH2:23][CH2:24][CH2:25][CH2:26][CH3:27].[CH2:28]([Li])[CH2:29][CH2:30][CH3:31].CO. The catalyst is C1COCC1.CCOCC.O. The yield is 0.290. The product is [C:24]1([C:30]([CH:29]2[CH:28]=[CH:6][C:5]([C:1]([CH3:4])([CH3:3])[CH3:2])=[CH:17]2)([C:11]2[C:10]3[CH2:9][C:8]4[C:16](=[CH:17][C:5]([C:1]([CH3:4])([CH3:3])[CH3:2])=[CH:6][CH:7]=4)[C:15]=3[CH:14]=[C:13]([C:18]([CH3:21])([CH3:20])[CH3:19])[CH:12]=2)[CH3:31])[CH:23]=[CH:22][CH:27]=[CH:26][CH:25]=1.